Dataset: Reaction yield outcomes from USPTO patents with 853,638 reactions. Task: Predict the reaction yield, written as a fraction of the theoretical maximum amount of product (1.0 means a 100% yield; for example, 0.34 means a 34% yield). (1) The product is [C:1]([O:5][C:6]([N:8]1[CH2:12][C@H:11]([S:13][C:14]([C:15]2[CH:20]=[CH:19][CH:18]=[CH:17][CH:16]=2)([C:27]2[CH:28]=[CH:29][CH:30]=[CH:31][CH:32]=2)[C:21]2[CH:26]=[CH:25][CH:24]=[CH:23][CH:22]=2)[CH2:10][C@H:9]1[CH2:33][O:34][CH2:38][C:37]1[CH:40]=[C:41]([F:45])[C:42]([F:44])=[CH:43][C:36]=1[F:35])=[O:7])([CH3:4])([CH3:3])[CH3:2]. The yield is 0.460. The catalyst is CN(C=O)C. The reactants are [C:1]([O:5][C:6]([N:8]1[CH2:12][C@H:11]([S:13][C:14]([C:27]2[CH:32]=[CH:31][CH:30]=[CH:29][CH:28]=2)([C:21]2[CH:26]=[CH:25][CH:24]=[CH:23][CH:22]=2)[C:15]2[CH:20]=[CH:19][CH:18]=[CH:17][CH:16]=2)[CH2:10][C@H:9]1[CH2:33][OH:34])=[O:7])([CH3:4])([CH3:3])[CH3:2].[F:35][C:36]1[CH:43]=[C:42]([F:44])[C:41]([F:45])=[CH:40][C:37]=1[CH2:38]Br.[H-].[Na+].[NH4+].[Cl-]. (2) The reactants are [CH2:1]([N:8]1[C@@H:13]2[C@H:14]([S:16]([C:19]3[CH:24]=[CH:23][CH:22]=[CH:21][CH:20]=3)(=[O:18])=[O:17])[CH2:15][C@@:9]1([C:26]1[CH:31]=[CH:30][CH:29]=[CH:28][CH:27]=1)[C:10](=[O:25])[CH:11]=[CH:12]2)[C:2]1[CH:7]=[CH:6][CH:5]=[CH:4][CH:3]=1. The catalyst is [Pd].O.CO.C(OCC)(=O)C. The product is [CH2:1]([N:8]1[C@@H:13]2[C@H:14]([S:16]([C:19]3[CH:20]=[CH:21][CH:22]=[CH:23][CH:24]=3)(=[O:17])=[O:18])[CH2:15][C@@:9]1([C:26]1[CH:31]=[CH:30][CH:29]=[CH:28][CH:27]=1)[C:10](=[O:25])[CH2:11][CH2:12]2)[C:2]1[CH:7]=[CH:6][CH:5]=[CH:4][CH:3]=1. The yield is 0.980. (3) The reactants are [CH3:1][O:2][C:3]1[CH:4]=[C:5]2[C:9](=[CH:10][CH:11]=1)[NH:8][CH:7]=[CH:6]2.I[C:13]1[CH:14]=[C:15]([CH3:20])[CH:16]=[C:17]([CH3:19])[CH:18]=1.[O-]P([O-])([O-])=O.[K+].[K+].[K+].[C@@H]1(N)CCCC[C@H]1N. The catalyst is [Cu]I.CCCCCC.C(OCC)(=O)C.O1CCOCC1. The product is [CH3:20][C:15]1[CH:14]=[C:13]([N:8]2[C:9]3[C:5](=[CH:4][C:3]([O:2][CH3:1])=[CH:11][CH:10]=3)[CH:6]=[CH:7]2)[CH:18]=[C:17]([CH3:19])[CH:16]=1. The yield is 1.00. (4) The reactants are [NH2:1][C:2]1[CH:3]=[C:4]2[C:9](=[C:10]([Cl:12])[CH:11]=1)[N:8]=[CH:7][C:6]([C:13]#[N:14])=[C:5]2[NH:15][C:16]1[CH:21]=[CH:20][C:19]([F:22])=[C:18]([Cl:23])[CH:17]=1.[CH2:24]([C:26]1[N:27]([CH2:33][C:34]([NH2:36])=[O:35])[CH:28]=[C:29]([CH:31]=O)[N:30]=1)[CH3:25].[BH3-]C#N.[Na+]. The catalyst is CCO. The product is [Cl:12][C:10]1[CH:11]=[C:2]([NH:1][CH2:31][C:29]2[N:30]=[C:26]([CH2:24][CH3:25])[N:27]([CH2:33][C:34]([NH2:36])=[O:35])[CH:28]=2)[CH:3]=[C:4]2[C:9]=1[N:8]=[CH:7][C:6]([C:13]#[N:14])=[C:5]2[NH:15][C:16]1[CH:21]=[CH:20][C:19]([F:22])=[C:18]([Cl:23])[CH:17]=1. The yield is 0.100. (5) The reactants are C([O:3][C:4](=[O:25])[C:5]1[CH:10]=[CH:9][C:8]([S:11][C:12]2[CH:17]=[CH:16][CH:15]=[CH:14][C:13]=2[C:18]([O:20]C)=[O:19])=[C:7]([N+:22]([O-:24])=[O:23])[CH:6]=1)C.[Li+].[OH-]. The catalyst is C1COCC1. The product is [C:18]([C:13]1[CH:14]=[CH:15][CH:16]=[CH:17][C:12]=1[S:11][C:8]1[CH:9]=[CH:10][C:5]([C:4]([OH:25])=[O:3])=[CH:6][C:7]=1[N+:22]([O-:24])=[O:23])([OH:20])=[O:19]. The yield is 0.990. (6) The reactants are [OH:1][C:2]1[CH:7]=[C:6]([OH:8])[CH:5]=[CH:4][C:3]=1[C:9](=O)[C:10]([F:13])([F:12])[F:11].Cl[CH2:16][C:17]([C:19]1[CH:24]=[CH:23][C:22]([Cl:25])=[CH:21][C:20]=1[Cl:26])=[O:18].C(=O)([O-])[O-].[K+].[K+].C(OCC)(=O)C. The catalyst is CN(C)C=O.O. The product is [Cl:26][C:20]1[CH:21]=[C:22]([Cl:25])[CH:23]=[CH:24][C:19]=1[C:17]([C:16]1[O:1][C:2]2[CH:7]=[C:6]([OH:8])[CH:5]=[CH:4][C:3]=2[C:9]=1[C:10]([F:13])([F:12])[F:11])=[O:18]. The yield is 0.335. (7) The reactants are [CH3:1][C:2]([C:10]1[CH:11]=[CH:12][CH:13]=[C:14]2[C:19]=1[N:18]=[C:17]([CH3:20])[CH:16]=[CH:15]2)([CH3:9])[CH2:3][C:4](OCC)=[O:5].[H-].[H-].[H-].[H-].[Li+].[Al+3].O.O.O.O.O.O.O.O.O.O.S([O-])([O-])(=O)=O.[Na+].[Na+]. The catalyst is C1COCC1. The product is [CH3:9][C:2]([C:10]1[CH:11]=[CH:12][CH:13]=[C:14]2[C:19]=1[N:18]=[C:17]([CH3:20])[CH:16]=[CH:15]2)([CH3:1])[CH2:3][CH2:4][OH:5]. The yield is 1.00. (8) The catalyst is CCO. The product is [Cl:14][C:6]1[CH:7]=[C:8]([O:12][CH3:13])[CH:9]=[C:10]([Cl:11])[C:5]=1[C:3]1[N:15]=[C:16]([NH2:18])[S:17][CH:2]=1. The reactants are Br[CH2:2][C:3]([C:5]1[C:10]([Cl:11])=[CH:9][C:8]([O:12][CH3:13])=[CH:7][C:6]=1[Cl:14])=O.[NH2:15][C:16]([NH2:18])=[S:17]. The yield is 0.470. (9) The reactants are [NH2:1][C:2]1[N:6]([CH3:7])[CH:5]=[N:4][C:3]=1[C:8]([NH2:10])=[O:9].[N:11]1[CH:16]=[CH:15][CH:14]=[CH:13][C:12]=1[C:17](O)=O.C(N(CC)CC)C.Cl. The catalyst is ClCCl. The product is [CH3:7][N:6]1[CH:5]=[N:4][C:3]2[C:2]1=[N:1][C:17]([C:12]1[CH:13]=[CH:14][CH:15]=[CH:16][N:11]=1)=[N:10][C:8]=2[OH:9]. The yield is 0.210.